Predict the reactants needed to synthesize the given product. From a dataset of Full USPTO retrosynthesis dataset with 1.9M reactions from patents (1976-2016). (1) Given the product [CH3:1][C:2]1[C:6]([CH3:7])=[C:5]([NH:8][C:9]([N:32]2[CH2:33][CH2:34][N:29]([C:25]3[CH:24]=[C:23]([C:17]4[CH:22]=[CH:21][CH:20]=[CH:19][CH:18]=4)[CH:28]=[CH:27][N:26]=3)[CH2:30][CH2:31]2)=[O:16])[O:4][N:3]=1, predict the reactants needed to synthesize it. The reactants are: [CH3:1][C:2]1[C:6]([CH3:7])=[C:5]([NH:8][C:9](=[O:16])OCC(Cl)(Cl)Cl)[O:4][N:3]=1.[C:17]1([C:23]2[CH:28]=[CH:27][N:26]=[C:25]([N:29]3[CH2:34][CH2:33][NH:32][CH2:31][CH2:30]3)[CH:24]=2)[CH:22]=[CH:21][CH:20]=[CH:19][CH:18]=1.C(N(C(C)C)CC)(C)C.CS(C)=O. (2) The reactants are: [Cl:1][C:2]1[CH:20]=[C:19]([N+:21]([O-])=O)[CH:18]=[CH:17][C:3]=1[O:4][C:5]1[CH:6]=[C:7]([C:11]2[O:12][CH:13]=[C:14]([CH3:16])[N:15]=2)[CH:8]=[CH:9][CH:10]=1. Given the product [Cl:1][C:2]1[CH:20]=[C:19]([CH:18]=[CH:17][C:3]=1[O:4][C:5]1[CH:10]=[CH:9][CH:8]=[C:7]([C:11]2[O:12][CH:13]=[C:14]([CH3:16])[N:15]=2)[CH:6]=1)[NH2:21], predict the reactants needed to synthesize it. (3) Given the product [CH3:31][C:28]1[N:27]=[N:26][C:25]([NH:24][C:21]([C:19]2[CH:18]=[CH:17][C:16]3[N:12]([CH2:11][CH2:10][CH2:9][NH2:8])[CH:13]=[N:14][C:15]=3[CH:20]=2)=[O:23])=[CH:30][CH:29]=1, predict the reactants needed to synthesize it. The reactants are: C(OC([NH:8][CH2:9][CH2:10][CH2:11][N:12]1[C:16]2[CH:17]=[CH:18][C:19]([C:21]([OH:23])=O)=[CH:20][C:15]=2[N:14]=[CH:13]1)=O)(C)(C)C.[NH2:24][C:25]1[N:26]=[N:27][C:28]([CH3:31])=[CH:29][CH:30]=1. (4) Given the product [CH3:30][O:31][C:32]1[CH:33]=[C:34]([CH:37]=[CH:38][C:39]=1[O:40][CH3:41])[CH2:35][NH:36][C:9]1[C:10]([CH3:29])=[C:11]([CH3:28])[C:12]2[O:16][C:15]([CH3:18])([CH3:17])[CH:14]([C:19]3[CH:24]=[CH:23][C:22]([CH3:25])=[CH:21][CH:20]=3)[C:13]=2[C:26]=1[CH3:27], predict the reactants needed to synthesize it. The reactants are: C1(C)C=CC=CC=1.Br[C:9]1[C:10]([CH3:29])=[C:11]([CH3:28])[C:12]2[O:16][C:15]([CH3:18])([CH3:17])[CH:14]([C:19]3[CH:24]=[CH:23][C:22]([CH3:25])=[CH:21][CH:20]=3)[C:13]=2[C:26]=1[CH3:27].[CH3:30][O:31][C:32]1[CH:33]=[C:34]([CH:37]=[CH:38][C:39]=1[O:40][CH3:41])[CH2:35][NH2:36].CC(C)([O-])C.[Na+].